Regression. Given a peptide amino acid sequence and an MHC pseudo amino acid sequence, predict their binding affinity value. This is MHC class I binding data. From a dataset of Peptide-MHC class I binding affinity with 185,985 pairs from IEDB/IMGT. (1) The peptide sequence is HVDGKILFV. The MHC is HLA-B51:01 with pseudo-sequence HLA-B51:01. The binding affinity (normalized) is 0. (2) The binding affinity (normalized) is 0. The MHC is H-2-Db with pseudo-sequence H-2-Db. The peptide sequence is STPLALMDLL. (3) The peptide sequence is FICNLLLLFV. The MHC is HLA-A02:03 with pseudo-sequence HLA-A02:03. The binding affinity (normalized) is 0.752. (4) The peptide sequence is FMHSAAPIT. The MHC is HLA-A68:02 with pseudo-sequence HLA-A68:02. The binding affinity (normalized) is 0.0722. (5) The peptide sequence is TNKFAAICTH. The MHC is HLA-A11:01 with pseudo-sequence HLA-A11:01. The binding affinity (normalized) is 0.351. (6) The peptide sequence is IQLFSDFTI. The MHC is HLA-A02:03 with pseudo-sequence HLA-A02:03. The binding affinity (normalized) is 0.314.